This data is from Full USPTO retrosynthesis dataset with 1.9M reactions from patents (1976-2016). The task is: Predict the reactants needed to synthesize the given product. The reactants are: [Cl:1][C:2]1[CH:44]=[C:43]([CH3:45])[CH:42]=[C:41]([Cl:46])[C:3]=1[O:4][CH2:5][CH2:6][O:7][C:8]1[CH:13]=[CH:12][C:11]([CH2:14][CH:15]([C:25]2[CH:30]=[CH:29][C:28](B3OC(C)(C)C(C)(C)O3)=[CH:27][C:26]=2[CH3:40])[CH2:16][NH:17][C:18](=[O:24])[O:19][C:20]([CH3:23])([CH3:22])[CH3:21])=[CH:10][CH:9]=1.[C:47](#[N:50])[CH2:48][CH3:49]. Given the product [C:20]([O:19][C:18](=[O:24])[NH:17][CH2:16][CH:15]([C:25]1[CH:30]=[CH:29][C:28]([C:2]2[CH:44]=[CH:43][CH:42]=[CH:41][C:3]=2[CH2:49][CH2:48][C:47]#[N:50])=[CH:27][C:26]=1[CH3:40])[CH2:14][C:11]1[CH:10]=[CH:9][C:8]([O:7][CH2:6][CH2:5][O:4][C:3]2[C:41]([Cl:46])=[CH:42][C:43]([CH3:45])=[CH:44][C:2]=2[Cl:1])=[CH:13][CH:12]=1)([CH3:23])([CH3:22])[CH3:21], predict the reactants needed to synthesize it.